From a dataset of Full USPTO retrosynthesis dataset with 1.9M reactions from patents (1976-2016). Predict the reactants needed to synthesize the given product. Given the product [Br:28][C:21]1[CH:22]=[CH:23][C:24]([O:26][CH3:27])=[CH:25][C:20]=1[C:3]1[N:4]=[C:5]([CH2:7][O:8][C:9]2[C:10]([F:19])=[C:11]([C:15]([F:18])=[CH:16][CH:17]=2)[C:12]([NH2:14])=[O:13])[S:6][CH:2]=1, predict the reactants needed to synthesize it. The reactants are: Br[C:2]1[S:6][C:5]([CH2:7][O:8][C:9]2[C:10]([F:19])=[C:11]([C:15]([F:18])=[CH:16][CH:17]=2)[C:12]([NH2:14])=[O:13])=[N:4][C:3]=1[C:20]1[CH:25]=[C:24]([O:26][CH3:27])[CH:23]=[CH:22][C:21]=1[Br:28].